This data is from Retrosynthesis with 50K atom-mapped reactions and 10 reaction types from USPTO. The task is: Predict the reactants needed to synthesize the given product. (1) Given the product Cc1ccc2c(OCCN3CCC(Oc4ccc5c(c4)NC(=O)CC5)CC3)cccc2n1, predict the reactants needed to synthesize it. The reactants are: Cc1ccc2c(OCCBr)cccc2n1.O=C1CCc2ccc(OC3CCNCC3)cc2N1. (2) The reactants are: CN(C[C@@H](CC=O)c1ccc(Cl)c(Cl)c1)C(=O)c1ccccc1.CNC(=O)C1(N2CCCCC2)CCNCC1. Given the product CNC(=O)C1(N2CCCCC2)CCN(CC[C@H](CN(C)C(=O)c2ccccc2)c2ccc(Cl)c(Cl)c2)CC1, predict the reactants needed to synthesize it.